This data is from Full USPTO retrosynthesis dataset with 1.9M reactions from patents (1976-2016). The task is: Predict the reactants needed to synthesize the given product. (1) The reactants are: [CH2:1]([Li])[CH2:2][CH2:3]C.C(NC(C)C)(C)C.[Cl:13][C:14]1[CH:19]=[CH:18][N:17]=[C:16]([S:20][CH3:21])[N:15]=1.[C:22](=[O:25])(O)[O-].[Na+].[CH2:27]1[CH2:31][O:30][CH2:29][CH2:28]1. Given the product [Cl:13][C:14]1[C:19]([CH:29]([C:28]2[CH:27]=[CH:31][CH:3]=[C:2]([O:25][CH3:22])[CH:1]=2)[OH:30])=[CH:18][N:17]=[C:16]([S:20][CH3:21])[N:15]=1, predict the reactants needed to synthesize it. (2) Given the product [CH2:1]([O:3][C:4](=[O:24])[C:5]1[CH:10]=[CH:9][C:8]([CH3:11])=[C:7]([S:12][C:13]2[C:21]3[C:16](=[CH:17][C:18]([Cl:22])=[CH:19][CH:20]=3)[N:15]([C:26]3[CH:27]=[N:28][N:29]([CH3:31])[CH:30]=3)[C:14]=2[CH3:23])[CH:6]=1)[CH3:2], predict the reactants needed to synthesize it. The reactants are: [CH2:1]([O:3][C:4](=[O:24])[C:5]1[CH:10]=[CH:9][C:8]([CH3:11])=[C:7]([S:12][C:13]2[C:21]3[C:16](=[CH:17][C:18]([Cl:22])=[CH:19][CH:20]=3)[NH:15][C:14]=2[CH3:23])[CH:6]=1)[CH3:2].Br[C:26]1[CH:27]=[N:28][N:29]([CH3:31])[CH:30]=1. (3) Given the product [NH2:3][C:4]([NH:6][C:7]1[C:8]([C:22]([NH2:24])=[O:23])=[N:9][N:10]([C:12]2[CH:17]=[CH:16][C:15]([C:29]3[CH:30]=[CH:31][C:26]([OH:25])=[CH:27][CH:28]=3)=[C:14]([O:19][CH2:20][CH3:21])[CH:13]=2)[CH:11]=1)=[O:5], predict the reactants needed to synthesize it. The reactants are: N#N.[NH2:3][C:4]([NH:6][C:7]1[C:8]([C:22]([NH2:24])=[O:23])=[N:9][N:10]([C:12]2[CH:17]=[CH:16][C:15](Br)=[C:14]([O:19][CH2:20][CH3:21])[CH:13]=2)[CH:11]=1)=[O:5].[OH:25][C:26]1[CH:31]=[CH:30][C:29](B(O)O)=[CH:28][CH:27]=1.C([O-])([O-])=O.[Cs+].[Cs+].